This data is from Reaction yield outcomes from USPTO patents with 853,638 reactions. The task is: Predict the reaction yield, written as a fraction of the theoretical maximum amount of product (1.0 means a 100% yield; for example, 0.34 means a 34% yield). The reactants are Cl[C:2]1[CH:7]=[CH:6][N:5]=[C:4]2[CH:8]=[C:9]([C:11]3[N:12]=[CH:13][N:14]([CH3:16])[CH:15]=3)[S:10][C:3]=12.[N+:17]([C:20]1[CH:25]=[CH:24][C:23]([OH:26])=[CH:22][CH:21]=1)([O-:19])=[O:18].C([O-])([O-])=O.[K+].[K+].O(C1C=CC=CC=1)C1C=CC=CC=1. The catalyst is C(Cl)Cl. The product is [CH3:16][N:14]1[CH:15]=[C:11]([C:9]2[S:10][C:3]3[C:4](=[N:5][CH:6]=[CH:7][C:2]=3[O:26][C:23]3[CH:24]=[CH:25][C:20]([N+:17]([O-:19])=[O:18])=[CH:21][CH:22]=3)[CH:8]=2)[N:12]=[CH:13]1. The yield is 0.640.